This data is from Reaction yield outcomes from USPTO patents with 853,638 reactions. The task is: Predict the reaction yield, written as a fraction of the theoretical maximum amount of product (1.0 means a 100% yield; for example, 0.34 means a 34% yield). (1) The reactants are Br[C:2]1[CH:7]=[CH:6][C:5]([O:8][CH3:9])=[CH:4][CH:3]=1.[C:10]1(=[O:16])[CH2:15][CH2:14][CH2:13][CH2:12][CH2:11]1.CC(C)([O-])C.[Na+].Cl. The catalyst is C([O-])(=O)C.[Pd+2].C([O-])(=O)C.C1(C)C=CC=CC=1. The product is [CH3:9][O:8][C:5]1[CH:6]=[CH:7][C:2]([CH:11]2[CH2:12][CH2:13][CH2:14][CH2:15][C:10]2=[O:16])=[CH:3][CH:4]=1. The yield is 0.380. (2) The product is [C:23]([O:15][CH2:11][CH3:10])(=[O:27])[CH3:22].[ClH:16].[N:31]1([CH2:30][CH2:29][CH2:28][O:27][C:23]2[CH:22]=[C:21]3[C:26]([C:17]([C:10]4[C:9]5[C:13](=[CH:14][C:6]([CH2:3][CH2:4][CH3:5])=[CH:7][CH:8]=5)[NH:12][C:11]=4[OH:15])=[N:18][CH:19]=[N:20]3)=[CH:25][CH:24]=2)[CH2:36][CH2:35][O:34][CH2:33][CH2:32]1. The yield is 0.620. The catalyst is CN(C)C=O. The reactants are [H-].[Na+].[CH2:3]([C:6]1[CH:14]=[C:13]2[C:9]([CH2:10][C:11](=[O:15])[NH:12]2)=[CH:8][CH:7]=1)[CH2:4][CH3:5].[Cl:16][C:17]1[C:26]2[C:21](=[CH:22][C:23]([O:27][CH2:28][CH2:29][CH2:30][N:31]3[CH2:36][CH2:35][O:34][CH2:33][CH2:32]3)=[CH:24][CH:25]=2)[N:20]=[CH:19][N:18]=1. (3) The reactants are [NH2:1][C:2]1[S:6][C:5]2[CH2:7][CH2:8][CH2:9][CH2:10][C:4]=2[C:3]=1[C:11]([C:13]1[CH:18]=[CH:17][C:16]([CH3:19])=[CH:15][CH:14]=1)=O.O=[C:21]([CH2:29][CH3:30])[CH2:22][CH2:23][C:24]([O:26][CH2:27][CH3:28])=[O:25].Cl[Si](C)(C)C. The catalyst is CN(C=O)C. The product is [CH2:29]([C:21]1[N:1]=[C:2]2[S:6][C:5]3[CH2:7][CH2:8][CH2:9][CH2:10][C:4]=3[C:3]2=[C:11]([C:13]2[CH:18]=[CH:17][C:16]([CH3:19])=[CH:15][CH:14]=2)[C:22]=1[CH2:23][C:24]([O:26][CH2:27][CH3:28])=[O:25])[CH3:30]. The yield is 0.640.